Dataset: Full USPTO retrosynthesis dataset with 1.9M reactions from patents (1976-2016). Task: Predict the reactants needed to synthesize the given product. (1) Given the product [NH2:28][C:27]1[CH:29]=[CH:30][N:23]([CH2:31][C:32]2[CH:37]=[CH:36][CH:35]=[CH:34][CH:33]=2)[C:24](=[O:25])[N:26]=1, predict the reactants needed to synthesize it. The reactants are: CCCC[N+](CCCC)(CCCC)CCCC.[OH-].CC(O)C.[NH:23]1[CH:30]=[CH:29][C:27]([NH2:28])=[N:26][C:24]1=[O:25].[CH2:31](Br)[C:32]1[CH:37]=[CH:36][CH:35]=[CH:34][CH:33]=1. (2) Given the product [Br:32][C:33]1[CH:39]=[CH:38][C:37]([Br:40])=[CH:36][C:34]=1[NH:35][C:14]([C@@H:9]1[CH2:10][C@H:11]([CH3:13])[CH2:12][N:8]1[C:6]([O:5][C:1]([CH3:2])([CH3:3])[CH3:4])=[O:7])=[O:16], predict the reactants needed to synthesize it. The reactants are: [C:1]([O:5][C:6]([N:8]1[CH2:12][C@@H:11]([CH3:13])[CH2:10][C@H:9]1[C:14]([OH:16])=O)=[O:7])([CH3:4])([CH3:3])[CH3:2].C(N(CC)CC)C.C(Cl)(=O)OCC(C)C.[Br:32][C:33]1[CH:39]=[CH:38][C:37]([Br:40])=[CH:36][C:34]=1[NH2:35]. (3) Given the product [Cl:1][C:2]1[CH:3]=[C:4]([CH2:16][OH:17])[C:5]([N:8]([CH2:12][CH:13]2[CH2:14][CH2:15]2)[CH2:9][CH2:10][CH3:11])=[N:6][CH:7]=1, predict the reactants needed to synthesize it. The reactants are: [Cl:1][C:2]1[CH:3]=[C:4]([CH:16]=[O:17])[C:5]([N:8]([CH2:12][CH:13]2[CH2:15][CH2:14]2)[CH2:9][CH2:10][CH3:11])=[N:6][CH:7]=1.[BH4-].[Na+].[Cl-].[NH4+].C(OCC)(=O)C.